Dataset: Full USPTO retrosynthesis dataset with 1.9M reactions from patents (1976-2016). Task: Predict the reactants needed to synthesize the given product. (1) Given the product [F:1][C:2]1[CH:3]=[N+:4]([O-:12])[CH:5]=[CH:6][C:7]=1[C:8]([F:9])([F:11])[F:10], predict the reactants needed to synthesize it. The reactants are: [F:1][C:2]1[CH:3]=[N:4][CH:5]=[CH:6][C:7]=1[C:8]([F:11])([F:10])[F:9].[OH:12]O. (2) Given the product [Cl:33][C:34]1[CH:40]=[CH:39][C:37]([NH:38][C:20]([C:16]2([F:23])[CH2:17][CH2:18][CH2:19][N:14]([C:12]([O:11][C:7]([CH3:8])([CH3:9])[CH3:10])=[O:13])[CH2:15]2)=[O:22])=[CH:36][CH:35]=1, predict the reactants needed to synthesize it. The reactants are: C(Cl)(=O)C(Cl)=O.[C:7]([O:11][C:12]([N:14]1[CH2:19][CH2:18][CH2:17][C:16]([F:23])([C:20]([OH:22])=O)[CH2:15]1)=[O:13])([CH3:10])([CH3:9])[CH3:8].C(N(C(C)C)CC)(C)C.[Cl:33][C:34]1[CH:40]=[CH:39][C:37]([NH2:38])=[CH:36][CH:35]=1. (3) Given the product [CH:14]([C:13]1[CH:16]=[CH:17][C:10]([O:9][C:2]2[S:6][C:5]([C:7]#[N:8])=[CH:4][CH:3]=2)=[CH:11][CH:12]=1)=[O:15], predict the reactants needed to synthesize it. The reactants are: F[C:2]1[S:6][C:5]([C:7]#[N:8])=[CH:4][CH:3]=1.[OH:9][C:10]1[CH:17]=[CH:16][C:13]([CH:14]=[O:15])=[CH:12][CH:11]=1.C([O-])([O-])=O.[K+].[K+]. (4) Given the product [Cl:26][C:24]1[CH:23]=[C:22]2[C:18]([CH:19]=[N:20][N:21]2[S:27]([C:30]2[CH:31]=[CH:32][CH:33]=[CH:34][CH:35]=2)(=[O:29])=[O:28])=[C:17]([C:15]2[O:16][C:12]([CH2:11][N:7]3[CH2:8][CH2:9][N:4]([CH:1]([CH3:3])[CH3:2])[CH2:5][CH2:6]3)=[CH:13][N:14]=2)[CH:25]=1, predict the reactants needed to synthesize it. The reactants are: [CH:1]([N:4]1[CH2:9][CH2:8][NH:7][CH2:6][CH2:5]1)([CH3:3])[CH3:2].Br[CH2:11][C:12]1[O:16][C:15]([C:17]2[CH:25]=[C:24]([Cl:26])[CH:23]=[C:22]3[C:18]=2[CH:19]=[N:20][N:21]3[S:27]([C:30]2[CH:35]=[CH:34][CH:33]=[CH:32][CH:31]=2)(=[O:29])=[O:28])=[N:14][CH:13]=1.C(N(CC)CC)C. (5) Given the product [CH:3]12[CH2:12][CH:7]3[CH2:8][CH:9]([CH2:11][CH:5]([CH2:6]3)[CH:4]1[NH:13][C:14]([C:16]1[CH:17]=[N:18][N:19]([C:28]3[CH:37]=[CH:36][C:31]([C:32]([OH:34])=[O:33])=[CH:30][CH:29]=3)[C:20]=1[S:21][CH:22]1[CH2:27][CH2:26][CH2:25][CH2:24][CH2:23]1)=[O:15])[CH2:10]2, predict the reactants needed to synthesize it. The reactants are: [OH-].[Na+].[CH:3]12[CH2:12][CH:7]3[CH2:8][CH:9]([CH2:11][CH:5]([CH2:6]3)[CH:4]1[NH:13][C:14]([C:16]1[CH:17]=[N:18][N:19]([C:28]3[CH:37]=[CH:36][C:31]([C:32]([O:34]C)=[O:33])=[CH:30][CH:29]=3)[C:20]=1[S:21][CH:22]1[CH2:27][CH2:26][CH2:25][CH2:24][CH2:23]1)=[O:15])[CH2:10]2. (6) Given the product [C:13]([O:16][C:17](=[O:18])[NH:11][CH2:8][CH2:9][OH:10])([CH3:15])([CH3:14])[CH3:12], predict the reactants needed to synthesize it. The reactants are: CCN(CC)CC.[CH2:8]([NH2:11])[CH2:9][OH:10].[CH3:12][C:13]([O:16][C:17](O[C:17]([O:16][C:13]([CH3:15])([CH3:14])[CH3:12])=[O:18])=[O:18])([CH3:15])[CH3:14]. (7) The reactants are: [Br:1][C:2]1[CH:7]=[CH:6][C:5]([NH2:8])=[C:4]([F:9])[CH:3]=1.[Li+].C[Si]([N-][Si](C)(C)C)(C)C.F[C:21]1[C:29]2[S:28][N:27]=[CH:26][C:25]=2[CH:24]=[CH:23][C:22]=1[C:30]([OH:32])=[O:31]. Given the product [Br:1][C:2]1[CH:7]=[CH:6][C:5]([NH:8][C:21]2[C:29]3[S:28][N:27]=[CH:26][C:25]=3[CH:24]=[CH:23][C:22]=2[C:30]([OH:32])=[O:31])=[C:4]([F:9])[CH:3]=1, predict the reactants needed to synthesize it.